Dataset: Reaction yield outcomes from USPTO patents with 853,638 reactions. Task: Predict the reaction yield, written as a fraction of the theoretical maximum amount of product (1.0 means a 100% yield; for example, 0.34 means a 34% yield). (1) The product is [F:1][C:2]1[C:14]([NH:15][CH2:16][C:17]2[C:22]([F:23])=[CH:21][CH:20]=[C:19]([C:24]3[CH:29]=[CH:28][CH:27]=[C:26]([F:30])[CH:25]=3)[C:18]=2[CH3:31])=[C:13]([F:32])[CH:12]=[CH:11][C:3]=1[O:4][CH2:5][C:6]([OH:8])=[O:7]. The catalyst is C1COCC1.CO. The yield is 0.680. The reactants are [F:1][C:2]1[C:14]([NH:15][CH2:16][C:17]2[C:22]([F:23])=[CH:21][CH:20]=[C:19]([C:24]3[CH:29]=[CH:28][CH:27]=[C:26]([F:30])[CH:25]=3)[C:18]=2[CH3:31])=[C:13]([F:32])[CH:12]=[CH:11][C:3]=1[O:4][CH2:5][C:6]([O:8]CC)=[O:7].[OH-].[Na+]. (2) The reactants are [N:1]1[CH:6]=[CH:5][CH:4]=[C:3]([C:7]2[C:8]3[CH:15]=[CH:14][C:13]([OH:16])=[CH:12][C:9]=3[S:10][CH:11]=2)[CH:2]=1.[CH2:17](I)[CH2:18][CH2:19][CH2:20][CH2:21][CH3:22].C(=O)([O-])[O-].[K+].[K+]. The catalyst is CN(C=O)C.C(OCC)C. The product is [CH2:17]([O:16][C:13]1[CH:14]=[CH:15][C:8]2[C:7]([C:3]3[CH:2]=[N:1][CH:6]=[CH:5][CH:4]=3)=[CH:11][S:10][C:9]=2[CH:12]=1)[CH2:18][CH2:19][CH2:20][CH2:21][CH3:22]. The yield is 0.500. (3) The reactants are [CH2:1]([N:8]([C:30]1[CH:31]=[CH:32][C:33]([OH:40])=[C:34]([CH:39]=1)[C:35]([O:37]C)=[O:36])[C:9](=[O:29])[CH2:10][N:11]([CH2:22][C:23]1[CH:28]=[CH:27][CH:26]=[CH:25][CH:24]=1)[S:12]([C:15]1[CH:20]=[CH:19][C:18]([CH3:21])=[CH:17][CH:16]=1)(=[O:14])=[O:13])[C:2]1[CH:7]=[CH:6][CH:5]=[CH:4][CH:3]=1. The catalyst is C1COCC1.[OH-].[Na+]. The product is [CH2:1]([N:8]([C:30]1[CH:31]=[CH:32][C:33]([OH:40])=[C:34]([CH:39]=1)[C:35]([OH:37])=[O:36])[C:9](=[O:29])[CH2:10][N:11]([CH2:22][C:23]1[CH:28]=[CH:27][CH:26]=[CH:25][CH:24]=1)[S:12]([C:15]1[CH:16]=[CH:17][C:18]([CH3:21])=[CH:19][CH:20]=1)(=[O:14])=[O:13])[C:2]1[CH:3]=[CH:4][CH:5]=[CH:6][CH:7]=1. The yield is 0.790. (4) The reactants are [C:1]([O:5][C:6](=[O:16])[NH:7][CH2:8][C:9]1[CH:14]=[CH:13][C:12]([Br:15])=[CH:11][CH:10]=1)([CH3:4])([CH3:3])[CH3:2].[CH3:17]I. The catalyst is CN(C=O)C. The product is [C:1]([O:5][C:6](=[O:16])[N:7]([CH2:8][C:9]1[CH:10]=[CH:11][C:12]([Br:15])=[CH:13][CH:14]=1)[CH3:17])([CH3:4])([CH3:2])[CH3:3]. The yield is 0.980.